This data is from NCI-60 drug combinations with 297,098 pairs across 59 cell lines. The task is: Regression. Given two drug SMILES strings and cell line genomic features, predict the synergy score measuring deviation from expected non-interaction effect. (1) Drug 1: CS(=O)(=O)CCNCC1=CC=C(O1)C2=CC3=C(C=C2)N=CN=C3NC4=CC(=C(C=C4)OCC5=CC(=CC=C5)F)Cl. Drug 2: CCN(CC)CCNC(=O)C1=C(NC(=C1C)C=C2C3=C(C=CC(=C3)F)NC2=O)C. Cell line: NCI-H460. Synergy scores: CSS=-2.27, Synergy_ZIP=1.21, Synergy_Bliss=0.421, Synergy_Loewe=-5.13, Synergy_HSA=-3.44. (2) Drug 1: CNC(=O)C1=CC=CC=C1SC2=CC3=C(C=C2)C(=NN3)C=CC4=CC=CC=N4. Drug 2: CC1=C(C=C(C=C1)NC(=O)C2=CC=C(C=C2)CN3CCN(CC3)C)NC4=NC=CC(=N4)C5=CN=CC=C5. Cell line: BT-549. Synergy scores: CSS=-3.32, Synergy_ZIP=2.97, Synergy_Bliss=2.31, Synergy_Loewe=-2.98, Synergy_HSA=-2.70. (3) Drug 1: CCC1(CC2CC(C3=C(CCN(C2)C1)C4=CC=CC=C4N3)(C5=C(C=C6C(=C5)C78CCN9C7C(C=CC9)(C(C(C8N6C)(C(=O)OC)O)OC(=O)C)CC)OC)C(=O)OC)O. Drug 2: C1=CC=C(C=C1)NC(=O)CCCCCCC(=O)NO. Cell line: OVCAR3. Synergy scores: CSS=71.9, Synergy_ZIP=1.21, Synergy_Bliss=-0.0518, Synergy_Loewe=-1.29, Synergy_HSA=2.03. (4) Synergy scores: CSS=15.2, Synergy_ZIP=-3.87, Synergy_Bliss=0.286, Synergy_Loewe=-1.34, Synergy_HSA=0.417. Drug 1: CC12CCC(CC1=CCC3C2CCC4(C3CC=C4C5=CN=CC=C5)C)O. Drug 2: CS(=O)(=O)CCNCC1=CC=C(O1)C2=CC3=C(C=C2)N=CN=C3NC4=CC(=C(C=C4)OCC5=CC(=CC=C5)F)Cl. Cell line: A549. (5) Drug 1: CS(=O)(=O)OCCCCOS(=O)(=O)C. Drug 2: CC(C)CN1C=NC2=C1C3=CC=CC=C3N=C2N. Cell line: NCI-H460. Synergy scores: CSS=34.9, Synergy_ZIP=1.10, Synergy_Bliss=-1.84, Synergy_Loewe=-3.93, Synergy_HSA=-5.38. (6) Drug 1: C1=C(C(=O)NC(=O)N1)N(CCCl)CCCl. Drug 2: CNC(=O)C1=NC=CC(=C1)OC2=CC=C(C=C2)NC(=O)NC3=CC(=C(C=C3)Cl)C(F)(F)F. Cell line: KM12. Synergy scores: CSS=57.8, Synergy_ZIP=-3.65, Synergy_Bliss=-4.98, Synergy_Loewe=-5.66, Synergy_HSA=-1.36. (7) Drug 1: CC1C(C(CC(O1)OC2CC(CC3=C2C(=C4C(=C3O)C(=O)C5=C(C4=O)C(=CC=C5)OC)O)(C(=O)C)O)N)O.Cl. Drug 2: C(CN)CNCCSP(=O)(O)O. Cell line: SK-MEL-2. Synergy scores: CSS=7.39, Synergy_ZIP=-4.53, Synergy_Bliss=2.54, Synergy_Loewe=-7.07, Synergy_HSA=1.07. (8) Drug 1: CN(C)N=NC1=C(NC=N1)C(=O)N. Drug 2: CCC1(C2=C(COC1=O)C(=O)N3CC4=CC5=C(C=CC(=C5CN(C)C)O)N=C4C3=C2)O.Cl. Cell line: SF-268. Synergy scores: CSS=13.9, Synergy_ZIP=-0.393, Synergy_Bliss=3.88, Synergy_Loewe=-40.9, Synergy_HSA=-0.460.